Dataset: Experimental lipophilicity measurements (octanol/water distribution) for 4,200 compounds from AstraZeneca. Task: Regression/Classification. Given a drug SMILES string, predict its absorption, distribution, metabolism, or excretion properties. Task type varies by dataset: regression for continuous measurements (e.g., permeability, clearance, half-life) or binary classification for categorical outcomes (e.g., BBB penetration, CYP inhibition). For this dataset (lipophilicity_astrazeneca), we predict Y. The drug is Nc1ccc2c(c1)C(=O)C(=O)c1cc(N)ccc1-2. The Y is 1.72 logD.